This data is from Full USPTO retrosynthesis dataset with 1.9M reactions from patents (1976-2016). The task is: Predict the reactants needed to synthesize the given product. (1) Given the product [C:4]([C:7]([C:29](=[O:30])[C:28]1[CH:32]=[CH:33][CH:34]=[C:26]([C:24]#[N:25])[CH:27]=1)([CH2:15][CH2:16][CH2:17][CH2:18][C:19]([O:21][CH2:22][CH3:23])=[O:20])[C:8]([O:10][C:11]([CH3:12])([CH3:13])[CH3:14])=[O:9])(=[O:6])[CH3:5], predict the reactants needed to synthesize it. The reactants are: [Cl-].[Mg+2].[Cl-].[C:4]([CH:7]([CH2:15][CH2:16][CH2:17][CH2:18][C:19]([O:21][CH2:22][CH3:23])=[O:20])[C:8]([O:10][C:11]([CH3:14])([CH3:13])[CH3:12])=[O:9])(=[O:6])[CH3:5].[C:24]([C:26]1[CH:27]=[C:28]([CH:32]=[CH:33][CH:34]=1)[C:29](Cl)=[O:30])#[N:25].Cl. (2) Given the product [OH:2][CH:1]([C:3]1[CH:8]=[CH:7][CH:6]=[CH:5][C:4]=1[C:9]1[CH:10]=[CH:11][C:12]([C:15]([N:17]2[C:23]3[CH:24]=[CH:25][CH:26]=[CH:27][C:22]=3[CH2:21][N:20]3[C:28]([C:31]([NH:33][CH2:34][C:35]4[CH:36]=[N:37][CH:38]=[CH:39][CH:40]=4)=[O:32])=[CH:29][CH:30]=[C:19]3[CH2:18]2)=[O:16])=[CH:13][CH:14]=1)[CH2:44][CH3:45], predict the reactants needed to synthesize it. The reactants are: [CH:1]([C:3]1[CH:8]=[CH:7][CH:6]=[CH:5][C:4]=1[C:9]1[CH:14]=[CH:13][C:12]([C:15]([N:17]2[C:23]3[CH:24]=[CH:25][CH:26]=[CH:27][C:22]=3[CH2:21][N:20]3[C:28]([C:31]([NH:33][CH2:34][C:35]4[CH:36]=[N:37][CH:38]=[CH:39][CH:40]=4)=[O:32])=[CH:29][CH:30]=[C:19]3[CH2:18]2)=[O:16])=[CH:11][CH:10]=1)=[O:2].C[Mg]Br.[CH2:44](OCC)[CH3:45]. (3) The reactants are: [C:1]([Si:5]([CH3:8])([CH3:7])Cl)([CH3:4])([CH3:3])[CH3:2].[CH2:9]([O:11][C:12]1[CH:13]=[C:14]([CH2:22][OH:23])[CH:15]=[C:16]([O:19][CH2:20][CH3:21])[C:17]=1[I:18])[CH3:10].N1C=CN=C1.CN(C=O)C. Given the product [C:1]([Si:5]([O:23][CH2:22][C:14]1[CH:15]=[C:16]([O:19][CH2:20][CH3:21])[C:17]([I:18])=[C:12]([O:11][CH2:9][CH3:10])[CH:13]=1)([CH3:8])[CH3:7])([CH3:4])([CH3:3])[CH3:2], predict the reactants needed to synthesize it.